Dataset: Forward reaction prediction with 1.9M reactions from USPTO patents (1976-2016). Task: Predict the product of the given reaction. (1) Given the reactants [Si]([O:8][C@H:9](/[C:17](/[CH3:25])=[CH:18]/[C:19]1[N:20]=[C:21]([CH3:24])[S:22][CH:23]=1)[C@@H:10]([CH3:16])/[CH:11]=[C:12](/[CH3:15])\[CH:13]=[CH2:14])(C(C)(C)C)(C)C.F, predict the reaction product. The product is: [OH:8][C@H:9](/[C:17](/[CH3:25])=[CH:18]/[C:19]1[N:20]=[C:21]([CH3:24])[S:22][CH:23]=1)[C@@H:10]([CH3:16])/[CH:11]=[C:12](/[CH3:15])\[CH:13]=[CH2:14]. (2) Given the reactants [C:1]([O:4][CH2:5][C:6](Cl)=[O:7])(=[O:3])[CH3:2].[NH2:9][C@H:10]1[C@@H:15]2[C@@H:13]([C@H:14]2[C:16]([O:18][CH2:19][CH3:20])=[O:17])[C@:12]([NH:26][C:27]([O:29][C:30]([CH3:33])([CH3:32])[CH3:31])=[O:28])([C:21]([O:23][CH2:24][CH3:25])=[O:22])[C@@H:11]1[O:34][CH2:35][C:36]1[CH:41]=[CH:40][C:39]([Cl:42])=[C:38]([Cl:43])[CH:37]=1.C(N(C(C)C)CC)(C)C, predict the reaction product. The product is: [C:1]([O:4][CH2:5][C:6]([NH:9][C@H:10]1[C@@H:15]2[C@@H:13]([C@H:14]2[C:16]([O:18][CH2:19][CH3:20])=[O:17])[C@:12]([NH:26][C:27]([O:29][C:30]([CH3:32])([CH3:33])[CH3:31])=[O:28])([C:21]([O:23][CH2:24][CH3:25])=[O:22])[C@@H:11]1[O:34][CH2:35][C:36]1[CH:41]=[CH:40][C:39]([Cl:42])=[C:38]([Cl:43])[CH:37]=1)=[O:7])(=[O:3])[CH3:2]. (3) Given the reactants [CH3:1][O:2][C:3]([C:5]1[NH:6][C:7](=[O:22])[C:8]2[C:13]([C:14]=1[C:15]1[CH:20]=[CH:19][CH:18]=[CH:17][CH:16]=1)=[CH:12][C:11]([Br:21])=[CH:10][CH:9]=2)=[O:4].[H-].[Na+].[Cl:25][C:26]1[CH:31]=[CH:30][C:29]([CH2:32]Cl)=[CH:28][N:27]=1.O, predict the reaction product. The product is: [CH3:1][O:2][C:3]([C:5]1[N:6]([CH2:32][C:29]2[CH:28]=[N:27][C:26]([Cl:25])=[CH:31][CH:30]=2)[C:7](=[O:22])[C:8]2[C:13]([C:14]=1[C:15]1[CH:20]=[CH:19][CH:18]=[CH:17][CH:16]=1)=[CH:12][C:11]([Br:21])=[CH:10][CH:9]=2)=[O:4]. (4) Given the reactants [CH3:1][N:2]1[C:6]([CH3:7])=[C:5]([C:8]([OH:10])=O)[C:4](=[O:11])[N:3]1[C:12]1[CH:17]=[CH:16][CH:15]=[CH:14][CH:13]=1.C(N(CC)C(C)C)(C)C.CN(C(ON1N=NC2C=CC=NC1=2)=[N+](C)C)C.F[P-](F)(F)(F)(F)F.[NH2:51][C:52]1[CH:57]=[CH:56][C:55]([C:58]2[C:59]([NH2:76])=[N:60][CH:61]=[C:62]([C:64]3[CH:69]=[CH:68][N:67]=[C:66]([N:70]4[CH2:75][CH2:74][O:73][CH2:72][CH2:71]4)[CH:65]=3)[N:63]=2)=[CH:54][CH:53]=1, predict the reaction product. The product is: [NH2:76][C:59]1[C:58]([C:55]2[CH:56]=[CH:57][C:52]([NH:51][C:8]([C:5]3[C:4](=[O:11])[N:3]([C:12]4[CH:17]=[CH:16][CH:15]=[CH:14][CH:13]=4)[N:2]([CH3:1])[C:6]=3[CH3:7])=[O:10])=[CH:53][CH:54]=2)=[N:63][C:62]([C:64]2[CH:69]=[CH:68][N:67]=[C:66]([N:70]3[CH2:75][CH2:74][O:73][CH2:72][CH2:71]3)[CH:65]=2)=[CH:61][N:60]=1. (5) The product is: [ClH:1].[Cl:1][C:2]1[CH:3]=[C:4]([C:15](=[O:33])/[CH:16]=[CH:17]/[C:18]2[CH:19]=[C:20](/[CH:24]=[CH:25]/[C:26]([NH:49][OH:50])=[O:27])[CH:21]=[CH:22][CH:23]=2)[CH:5]=[C:6]([N:8]2[CH2:9][CH2:10][N:11]([CH3:14])[CH2:12][CH2:13]2)[CH:7]=1. Given the reactants [Cl:1][C:2]1[CH:3]=[C:4]([C:15](=[O:33])/[CH:16]=[CH:17]/[C:18]2[CH:19]=[C:20](/[CH:24]=[CH:25]/[C:26](OC(C)(C)C)=[O:27])[CH:21]=[CH:22][CH:23]=2)[CH:5]=[C:6]([N:8]2[CH2:13][CH2:12][N:11]([CH3:14])[CH2:10][CH2:9]2)[CH:7]=1.C(O)(C(F)(F)F)=O.C1C=CC2[N:49]([OH:50])N=NC=2C=1.C(Cl)CCl.NOC1CCCCO1, predict the reaction product.